Dataset: Forward reaction prediction with 1.9M reactions from USPTO patents (1976-2016). Task: Predict the product of the given reaction. The product is: [CH2:1]([O:3][C@H:4]([CH2:10][C:11]1[CH:12]=[CH:13][C:14]([OH:17])=[CH:15][CH:16]=1)[C:5]([O:7][CH2:8][CH2:9][CH2:18][CH2:19][CH2:20][CH3:21])=[O:6])[CH3:2].[CH2:1]([O:3][C@@H:4]([CH2:10][C:11]1[CH:12]=[CH:13][C:14]([OH:17])=[CH:15][CH:16]=1)[C:5]([O:7][CH2:8][CH3:9])=[O:6])[CH3:2]. Given the reactants [CH2:1]([O:3][CH:4]([CH2:10][C:11]1[CH:16]=[CH:15][C:14]([OH:17])=[CH:13][CH:12]=1)[C:5]([O:7][CH2:8][CH3:9])=[O:6])[CH3:2].[CH2:18](O)[CH2:19][CH2:20][CH2:21]CC.C(N(CC)CC)C.C1C(CCCCC(N)=O)SSC1, predict the reaction product.